This data is from Reaction yield outcomes from USPTO patents with 853,638 reactions. The task is: Predict the reaction yield, written as a fraction of the theoretical maximum amount of product (1.0 means a 100% yield; for example, 0.34 means a 34% yield). (1) The reactants are [CH3:1][CH:2]1[CH:11]=[CH:10][C:9]2[C:4](=[CH:5][CH:6]=[C:7]([C:12]([O:14]C)=[O:13])[CH:8]=2)[O:3]1.[OH-].[Na+]. The catalyst is CO. The product is [CH3:1][CH:2]1[CH:11]=[CH:10][C:9]2[C:4](=[CH:5][CH:6]=[C:7]([C:12]([OH:14])=[O:13])[CH:8]=2)[O:3]1. The yield is 1.00. (2) The reactants are Br[C:2]1[CH:23]=[CH:22][C:5]2[C:6]3[N:7]([CH:11]=[C:12]([C:14]4[N:18]([CH:19]([CH3:21])[CH3:20])[N:17]=[CH:16][N:15]=4)[N:13]=3)[CH2:8][CH2:9][O:10][C:4]=2[CH:3]=1.[CH2:24]([N:26]([CH2:43][CH3:44])[CH2:27][CH2:28][N:29]1[CH:33]=[C:32](B2OC(C)(C)C(C)(C)O2)[CH:31]=[N:30]1)[CH3:25].C(=O)([O-])[O-].[K+].[K+].C(#N)C. The catalyst is C(OCC)(=O)C.O. The product is [CH2:43]([N:26]([CH2:24][CH3:25])[CH2:27][CH2:28][N:29]1[CH:33]=[C:32]([C:2]2[CH:23]=[CH:22][C:5]3[C:6]4[N:7]([CH:11]=[C:12]([C:14]5[N:18]([CH:19]([CH3:21])[CH3:20])[N:17]=[CH:16][N:15]=5)[N:13]=4)[CH2:8][CH2:9][O:10][C:4]=3[CH:3]=2)[CH:31]=[N:30]1)[CH3:44]. The yield is 0.330. (3) The reactants are [H-].[Na+].[Cl:3][C:4]1[CH:20]=[CH:19][C:7]([NH:8][S:9]([C:12]2[CH:17]=[CH:16][C:15]([CH3:18])=[CH:14][CH:13]=2)(=[O:11])=[O:10])=[C:6]([N+:21]([O-:23])=[O:22])[CH:5]=1.[CH2:24](I)[CH3:25].O. The catalyst is CN(C=O)C. The product is [Cl:3][C:4]1[CH:20]=[CH:19][C:7]([N:8]([CH2:24][CH3:25])[S:9]([C:12]2[CH:13]=[CH:14][C:15]([CH3:18])=[CH:16][CH:17]=2)(=[O:11])=[O:10])=[C:6]([N+:21]([O-:23])=[O:22])[CH:5]=1. The yield is 0.740. (4) The reactants are [NH2:1][C:2]1[CH:6]=CNN=1.CO[C:9](=[O:18])[C:10]1[CH:15]=[CH:14][CH:13]=[C:12]([Cl:16])[C:11]=1[CH3:17]. No catalyst specified. The product is [Cl:16][C:12]1[C:11]([CH3:17])=[C:10]([C:9](=[O:18])[CH2:6][C:2]#[N:1])[CH:15]=[CH:14][CH:13]=1. The yield is 0.740. (5) The reactants are [NH2:1][C:2]1[N:7]=[CH:6][N:5]=[C:4]([NH:8][C@H:9]([C:11]2[N:16]([C:17]3[CH:22]=[CH:21][CH:20]=[CH:19][CH:18]=3)[C:15](=[O:23])[C:14]3=[C:24]([CH3:27])[CH:25]=[CH:26][N:13]3[N:12]=2)[CH3:10])[C:3]=1Br.[OH:29][C:30]1[CH:55]=[CH:54][C:33]([C:34]([NH:36][C:37]2[C:38]([O:52][CH3:53])=[N:39][CH:40]=[C:41](B3OC(C)(C)C(C)(C)O3)[CH:42]=2)=[O:35])=[CH:32][CH:31]=1.C(=O)([O-])[O-].[Cs+].[Cs+]. The catalyst is O1CCOCC1.C(OCC)(=O)C. The product is [NH2:1][C:2]1[C:3]([C:41]2[CH:42]=[C:37]([NH:36][C:34](=[O:35])[C:33]3[CH:32]=[CH:31][C:30]([OH:29])=[CH:55][CH:54]=3)[C:38]([O:52][CH3:53])=[N:39][CH:40]=2)=[C:4]([NH:8][C@H:9]([C:11]2[N:16]([C:17]3[CH:22]=[CH:21][CH:20]=[CH:19][CH:18]=3)[C:15](=[O:23])[C:14]3=[C:24]([CH3:27])[CH:25]=[CH:26][N:13]3[N:12]=2)[CH3:10])[N:5]=[CH:6][N:7]=1. The yield is 0.220. (6) The reactants are [NH2:1][C:2]1[CH:7]=[CH:6][C:5]([C:8]2[NH:9][C:10](=[O:24])[C:11]3[C:16]([CH:17]4[CH2:22][CH2:21][CH2:20][CH2:19][CH2:18]4)=[N:15][N:14]([CH3:23])[C:12]=3[N:13]=2)=[C:4]([O:25][CH3:26])[CH:3]=1.Cl[CH2:28][CH2:29][CH2:30][S:31](Cl)(=[O:33])=[O:32].C(=O)([O-])O.[Na+]. The catalyst is N1C=CC=CC=1. The product is [CH:17]1([C:16]2[C:11]3[C:10](=[O:24])[NH:9][C:8]([C:5]4[CH:6]=[CH:7][C:2]([N:1]5[CH2:28][CH2:29][CH2:30][S:31]5(=[O:33])=[O:32])=[CH:3][C:4]=4[O:25][CH3:26])=[N:13][C:12]=3[N:14]([CH3:23])[N:15]=2)[CH2:22][CH2:21][CH2:20][CH2:19][CH2:18]1. The yield is 0.530. (7) The reactants are [Cl:1][C:2]1[C:9]([CH3:10])=[C:8]([N:11]2[CH2:15][C@H:14]3[C@@H:16](O)[CH2:17][CH2:18][N:13]3[C:12]2=[O:20])[CH:7]=[CH:6][C:3]=1[C:4]#[N:5].CCN(S(F)(F)[F:27])CC. The catalyst is ClCCl. The product is [Cl:1][C:2]1[C:9]([CH3:10])=[C:8]([N:11]2[CH2:15][CH:14]3[C@H:16]([F:27])[CH2:17][CH2:18][N:13]3[C:12]2=[O:20])[CH:7]=[CH:6][C:3]=1[C:4]#[N:5]. The yield is 0.479. (8) The reactants are [C:1](=[O:18])([O:7][C:8]1[CH:13]=[C:12]([O:14][CH3:15])[CH:11]=[CH:10][C:9]=1[CH:16]=[O:17])[O:2][C:3]([CH3:6])([CH3:5])[CH3:4].C1COCC1.[BH4-].[Na+]. The catalyst is O. The product is [C:1](=[O:18])([O:7][C:8]1[CH:13]=[C:12]([O:14][CH3:15])[CH:11]=[CH:10][C:9]=1[CH2:16][OH:17])[O:2][C:3]([CH3:6])([CH3:5])[CH3:4]. The yield is 0.330.